Dataset: Drug-target binding data from BindingDB using Kd measurements. Task: Regression. Given a target protein amino acid sequence and a drug SMILES string, predict the binding affinity score between them. We predict pKd (pKd = -log10(Kd in M); higher means stronger binding). Dataset: bindingdb_kd. The small molecule is O=C1C=CC2C(=C1)Oc1cc(O)ccc1C2c1cc(C(=O)NCCOCCOCCOCCn2cc(COc3ccc(N4CCN(C(=O)c5cc6c(s5)-c5ccccc5S(=O)(=O)C6)CC4)cc3)nn2)ccc1C(=O)O. The target protein sequence is MCGNTMSVPLLTDAATVSGAERETAAVIFLHGLGDTGHSWADALSTIRLPHVKYICPHAPRIPVTLNMKMVMPSWFDLMGLSPDAPEDEAGIKKAAENIKALIEHEMKNGIPANRIVLGGFAQGGALSLYTALTCPHPLAGIVALSCWLPLHRAFPQAANGSAKDLAILQCHGELDPMVPVRFGALTAEKLRSVVTPARVQFKTYPGVMHSSCPQEMAAVKEFLEKLLPPV. The pKd is 6.1.